From a dataset of Catalyst prediction with 721,799 reactions and 888 catalyst types from USPTO. Predict which catalyst facilitates the given reaction. Reactant: [NH:1]1[CH2:4][CH:3]([C:5]([NH:7][C:8]2[CH:27]=[CH:26][C:11]([O:12][CH:13]3[CH2:18][CH2:17][N:16]([C:19]([O:21][C:22]([CH3:25])([CH3:24])[CH3:23])=[O:20])[CH2:15][CH2:14]3)=[CH:10][CH:9]=2)=[O:6])[CH2:2]1.C(=O)([O-])[O-].[Cs+].[Cs+].Br[C:35]1[CH:36]=[N:37][CH:38]=[CH:39][CH:40]=1.CC1(C)C2C=CC=C(P(C3C=CC=CC=3)C3C=CC=CC=3)C=2OC2C1=CC=CC=2P(C1C=CC=CC=1)C1C=CC=CC=1. Product: [N:37]1[CH:38]=[CH:39][CH:40]=[C:35]([N:1]2[CH2:4][CH:3]([C:5]([NH:7][C:8]3[CH:9]=[CH:10][C:11]([O:12][CH:13]4[CH2:14][CH2:15][N:16]([C:19]([O:21][C:22]([CH3:24])([CH3:23])[CH3:25])=[O:20])[CH2:17][CH2:18]4)=[CH:26][CH:27]=3)=[O:6])[CH2:2]2)[CH:36]=1. The catalyst class is: 12.